Dataset: Retrosynthesis with 50K atom-mapped reactions and 10 reaction types from USPTO. Task: Predict the reactants needed to synthesize the given product. (1) Given the product COc1cc(-n2cnc(Cl)cc2=O)ccc1OCC(C)(C)O, predict the reactants needed to synthesize it. The reactants are: COc1cc(B(O)O)ccc1OCC(C)(C)O.O=c1cc(Cl)nc[nH]1. (2) Given the product Nc1nc(C(=O)N2[C@H](CNC(=O)c3cccc4ncccc34)C[C@@H]3C[C@@H]32)c(-c2cccc(F)c2)s1, predict the reactants needed to synthesize it. The reactants are: NC[C@@H]1C[C@@H]2C[C@@H]2N1C(=O)c1nc(N)sc1-c1cccc(F)c1.O=C(O)c1cccc2ncccc12. (3) Given the product Nc1ncc(Br)cc1C(=O)c1cccc(N2CCCN(C(=O)CC(F)(F)F)CC2)n1, predict the reactants needed to synthesize it. The reactants are: Nc1ncc(Br)cc1C(=O)c1cccc(N2CCCNCC2)n1.O=C(O)CC(F)(F)F. (4) Given the product C(C=Cc1ccccc1OCc1ccccc1)=Cc1ccccc1, predict the reactants needed to synthesize it. The reactants are: c1ccc(COc2ccccc2C[P+](c2ccccc2)(c2ccccc2)c2ccccc2)cc1. (5) Given the product COc1ccc(-c2csc3ccccc23)cc1, predict the reactants needed to synthesize it. The reactants are: Brc1csc2ccccc12.COc1ccc(B(O)O)cc1. (6) Given the product COC(=O)c1cn(-c2ncccn2)c2ccccc12, predict the reactants needed to synthesize it. The reactants are: COC(=O)c1c[nH]c2ccccc12.Clc1ncccn1. (7) Given the product C=CCc1c(OCC(=O)O)cccc1C(F)(F)F, predict the reactants needed to synthesize it. The reactants are: C=CCc1c(OCC(=O)OCC)cccc1C(F)(F)F.